Task: Predict the reactants needed to synthesize the given product.. Dataset: Full USPTO retrosynthesis dataset with 1.9M reactions from patents (1976-2016) (1) Given the product [O:1]1[CH2:6][CH2:5][CH:4]([CH2:7][CH:8]=[O:9])[CH2:3][CH2:2]1, predict the reactants needed to synthesize it. The reactants are: [O:1]1[CH2:6][CH2:5][CH:4]([CH2:7][CH2:8][OH:9])[CH2:3][CH2:2]1.[Cr](Cl)([O-])(=O)=O.[NH+]1C=CC=CC=1. (2) Given the product [F:1][C:2]1[CH:3]=[C:4]2[C:6]([C:12]([OH:11])=[C:13]([C:14]([O:16][CH2:17][CH3:18])=[O:15])[CH:19]=[N:5]2)=[CH:7][CH:8]=1, predict the reactants needed to synthesize it. The reactants are: [F:1][C:2]1[CH:3]=[C:4]([CH:6]=[CH:7][CH:8]=1)[NH2:5].C([O:11][CH:12]=[C:13]([C:19](OCC)=O)[C:14]([O:16][CH2:17][CH3:18])=[O:15])C. (3) Given the product [OH:39][C@@H:37]([CH3:38])[C:35]([N:2]1[CH2:7][CH2:6][CH:5]([NH:8][C:9]([C:11]2[C:15]3[N:16]=[CH:17][N:18]=[C:19]([C:20]4[C:28]5[O:27][CH2:26][O:25][C:24]=5[CH:23]=[CH:22][C:21]=4[O:29][CH2:30][CH:31]4[CH2:32][CH2:33]4)[C:14]=3[NH:13][CH:12]=2)=[O:10])[CH2:4][CH2:3]1)=[O:36], predict the reactants needed to synthesize it. The reactants are: Cl.[NH:2]1[CH2:7][CH2:6][CH:5]([NH:8][C:9]([C:11]2[C:15]3[N:16]=[CH:17][N:18]=[C:19]([C:20]4[C:28]5[O:27][CH2:26][O:25][C:24]=5[CH:23]=[CH:22][C:21]=4[O:29][CH2:30][CH:31]4[CH2:33][CH2:32]4)[C:14]=3[NH:13][CH:12]=2)=[O:10])[CH2:4][CH2:3]1.Cl[C:35]([C@@H:37]([O:39]C(=O)C)[CH3:38])=[O:36]. (4) The reactants are: [CH:1]([C:4]1[C:5]([N+:12]([O-:14])=[O:13])=[C:6]([C:9](O)=[O:10])[NH:7][N:8]=1)([CH3:3])[CH3:2].C(Cl)(=O)C(Cl)=O.C[N:22](C)C=O. Given the product [CH:1]([C:4]1[C:5]([N+:12]([O-:14])=[O:13])=[C:6]([C:9]([NH2:22])=[O:10])[NH:7][N:8]=1)([CH3:3])[CH3:2], predict the reactants needed to synthesize it. (5) Given the product [OH:4][C:5]1[CH:6]=[CH:7][C:8]([O:11][CH2:12][C@@H:13]([NH:15][C:16](=[O:17])[O:18][C:19]([CH3:20])([CH3:21])[CH3:22])[CH3:14])=[CH:9][CH:10]=1, predict the reactants needed to synthesize it. The reactants are: C([O:4][C:5]1[CH:10]=[CH:9][C:8]([O:11][CH2:12][C@@H:13]([NH:15][C:16]([O:18][C:19]([CH3:22])([CH3:21])[CH3:20])=[O:17])[CH3:14])=[CH:7][CH:6]=1)(=O)C.C(=O)([O-])[O-].[K+].[K+]. (6) Given the product [CH2:9]([N:16]1[CH2:21][CH2:20][C:19]([C:2]2[CH:7]=[CH:6][CH:5]=[C:4]([F:8])[CH:3]=2)([OH:22])[CH2:18][CH2:17]1)[C:10]1[CH:11]=[CH:12][CH:13]=[CH:14][CH:15]=1, predict the reactants needed to synthesize it. The reactants are: Br[C:2]1[CH:7]=[CH:6][CH:5]=[C:4]([F:8])[CH:3]=1.[CH2:9]([N:16]1[CH2:21][CH2:20][C:19](=[O:22])[CH2:18][CH2:17]1)[C:10]1[CH:15]=[CH:14][CH:13]=[CH:12][CH:11]=1. (7) Given the product [CH2:1]([N:8]([CH2:10][C:11]1[CH:16]=[C:15]([N:17]2[CH2:22][CH2:21][O:20][CH2:19][CH2:18]2)[N:14]=[C:13]([C:28]2[CH:29]=[CH:30][CH:31]=[C:32]3[C:27]=2[CH:26]=[CH:25][NH:24]3)[N:12]=1)[CH3:9])[C:2]1[CH:7]=[CH:6][CH:5]=[CH:4][CH:3]=1, predict the reactants needed to synthesize it. The reactants are: [CH2:1]([N:8]([CH2:10][C:11]1[CH:16]=[C:15]([N:17]2[CH2:22][CH2:21][O:20][CH2:19][CH2:18]2)[N:14]=[C:13](Cl)[N:12]=1)[CH3:9])[C:2]1[CH:7]=[CH:6][CH:5]=[CH:4][CH:3]=1.[NH:24]1[C:32]2[CH:31]=[CH:30][CH:29]=[C:28](B(O)O)[C:27]=2[CH:26]=[CH:25]1. (8) Given the product [CH3:22][C:16]1[C:15]([S:12]([N:9]2[CH2:10][CH2:11][CH:6]([O:5][C:4]3[CH:23]=[CH:24][C:25]([O:41][C:40]([F:56])([F:55])[F:39])=[CH:2][CH:3]=3)[CH2:7][CH2:8]2)(=[O:14])=[O:13])=[C:19]([CH3:20])[NH:18][N:17]=1, predict the reactants needed to synthesize it. The reactants are: Cl[C:2]1[CH:3]=[C:4]([CH:23]=[CH:24][C:25]=1Cl)[O:5][CH:6]1[CH2:11][CH2:10][N:9]([S:12]([C:15]2[C:16]([CH3:22])=[N:17][N:18](C)[C:19]=2[CH3:20])(=[O:14])=[O:13])[CH2:8][CH2:7]1.CC1C(S(Cl)(=O)=O)=C(C)NN=1.Cl.[F:39][C:40]([F:56])([F:55])[O:41]C1C=CC(OC2CCNCC2)=CC=1. (9) The reactants are: [Br:1][C:2]1[CH:23]=[CH:22][C:21]([F:24])=[CH:20][C:3]=1[O:4][CH:5]1[CH2:10][CH2:9][N:8]([C:11]2[S:15][C:14]([C:16](=[N:18][OH:19])[NH2:17])=[N:13][N:12]=2)[CH2:7][CH2:6]1.N1C=CC=C[CH:26]=1.Cl[C:32](=O)[CH2:33][C:34]([O:36][CH2:37][CH3:38])=[O:35]. Given the product [Br:1][C:2]1[CH:23]=[CH:22][C:21]([F:24])=[CH:20][C:3]=1[O:4][CH:5]1[CH2:10][CH2:9][N:8]([C:11]2[S:15][C:14]([C:16]3[N:17]=[C:26]([CH2:32][CH2:33][C:34]([O:36][CH2:37][CH3:38])=[O:35])[O:19][N:18]=3)=[N:13][N:12]=2)[CH2:7][CH2:6]1, predict the reactants needed to synthesize it. (10) Given the product [CH2:21]([N:7]1[CH2:6][CH2:5][N:4]([C:8]([O:10][C:11]([CH3:14])([CH3:13])[CH3:12])=[O:9])[CH2:3][C:2]1=[O:1])[CH2:20][CH:19]=[CH2:18], predict the reactants needed to synthesize it. The reactants are: [O:1]=[C:2]1[NH:7][CH2:6][CH2:5][N:4]([C:8]([O:10][C:11]([CH3:14])([CH3:13])[CH3:12])=[O:9])[CH2:3]1.[H-].[Na+].Br[CH2:18][CH2:19][CH:20]=[CH2:21].